The task is: Predict the product of the given reaction.. This data is from Forward reaction prediction with 1.9M reactions from USPTO patents (1976-2016). (1) The product is: [CH3:32][CH2:33][C:15]1[C:16]2[C:21](=[CH:20][CH:19]=[CH:18][CH:17]=2)[N:22]=[C:23]2[C:14]=1[CH2:13][N:12]1[C:10](=[O:11])[C:5]3[CH2:6][O:7][C:8]([C@:3]([OH:26])([CH2:2][CH3:1])[C:4]=3[CH:25]=[C:24]12)=[O:9]. Given the reactants [CH3:1][CH2:2][C@@:3]1([OH:26])[C:8](=[O:9])[O:7][CH2:6][C:5]2[C:10]([N:12]3[C:24](=[CH:25][C:4]1=2)[C:23]1[N:22]=[C:21]2[C:16]([CH:17]=[CH:18][CH:19]=[CH:20]2)=[CH:15][C:14]=1[CH2:13]3)=[O:11].S(=O)(=O)(O)O.[CH:32](=O)[CH2:33]C.OO, predict the reaction product. (2) Given the reactants [F:1][C:2]1([F:26])[O:6][C:5]2[CH:7]=[CH:8][C:9]([C:11]3[CH:16]=[CH:15][C:14]([NH:17]C(=O)OC(C)(C)C)=[C:13]([F:25])[CH:12]=3)=[CH:10][C:4]=2[O:3]1.FC(F)(F)C(O)=O.ClCCl.B1([O-])OO1.[OH2:41].[OH2:42].O.O.[Na+], predict the reaction product. The product is: [F:1][C:2]1([F:26])[O:6][C:5]2[CH:7]=[CH:8][C:9]([C:11]3[CH:16]=[CH:15][C:14]([N+:17]([O-:42])=[O:41])=[C:13]([F:25])[CH:12]=3)=[CH:10][C:4]=2[O:3]1. (3) Given the reactants [Zn:1].C[Si](C)(C)[Cl:4].C(=O)C1C=CC=CC=1.[Br:15]CC(OC)=O.C(Cl)(=O)C.[NH:25]1[CH2:30][CH2:29][NH:28][CH2:27][CH2:26]1, predict the reaction product. The product is: [Cl-:4].[Br-:15].[Zn+2:1].[NH:25]1[CH2:30][CH2:29][NH:28][CH2:27][CH2:26]1. (4) Given the reactants [CH3:1][C:2]1[CH:7]=[CH:6][C:5]([C:8]2[O:9][C:10]([CH3:13])=[N:11][N:12]=2)=[CH:4][C:3]=1[C:14]1[CH:19]=[CH:18][C:17]([C:20](O)=[O:21])=[CH:16][CH:15]=1.C1C=CC2N(O)N=NC=2C=1.Cl.CN(C)CCCN=C=NCC.[CH:45]1([CH2:51][CH2:52][NH2:53])[CH2:50][CH2:49][CH2:48][CH2:47][CH2:46]1, predict the reaction product. The product is: [CH:45]1([CH2:51][CH2:52][NH:53][C:20]([C:17]2[CH:18]=[CH:19][C:14]([C:3]3[CH:4]=[C:5]([C:8]4[O:9][C:10]([CH3:13])=[N:11][N:12]=4)[CH:6]=[CH:7][C:2]=3[CH3:1])=[CH:15][CH:16]=2)=[O:21])[CH2:50][CH2:49][CH2:48][CH2:47][CH2:46]1. (5) Given the reactants [C:1]([C:3]1[C:4]([N:17]2[CH2:22][CH2:21][CH:20]([C:23](O)=[O:24])[CH2:19][CH2:18]2)=[N:5][C:6]([CH:14]([F:16])[F:15])=[C:7]([C:9]([O:11][CH2:12][CH3:13])=[O:10])[CH:8]=1)#[N:2].[F:26][C:27]1[CH:32]=[CH:31][C:30]([CH2:33][S:34]([NH2:37])(=[O:36])=[O:35])=[CH:29][C:28]=1[CH3:38], predict the reaction product. The product is: [C:1]([C:3]1[C:4]([N:17]2[CH2:18][CH2:19][CH:20]([C:23](=[O:24])[NH:37][S:34]([CH2:33][C:30]3[CH:31]=[CH:32][C:27]([F:26])=[C:28]([CH3:38])[CH:29]=3)(=[O:36])=[O:35])[CH2:21][CH2:22]2)=[N:5][C:6]([CH:14]([F:16])[F:15])=[C:7]([CH:8]=1)[C:9]([O:11][CH2:12][CH3:13])=[O:10])#[N:2]. (6) Given the reactants O[O:2][S:3]([O-:5])=O.[K+].O.[CH:8]1([CH2:14][CH2:15][O:16][C:17]2[CH:18]=[C:19]([CH:38]=[CH:39][CH:40]=2)[C:20]([N:22]2[CH2:27][CH2:26][N:25]([C:28]([NH:30][C:31]3[S:32][C:33](SC)=[N:34][N:35]=3)=[O:29])[CH2:24][CH2:23]2)=[O:21])[CH2:13][CH2:12][CH2:11][CH2:10][CH2:9]1.[CH2:41]1COCC1, predict the reaction product. The product is: [CH:8]1([CH2:14][CH2:15][O:16][C:17]2[CH:18]=[C:19]([CH:38]=[CH:39][CH:40]=2)[C:20]([N:22]2[CH2:23][CH2:24][N:25]([C:28]([NH:30][C:31]3[S:32][C:33]([S:3]([CH3:41])(=[O:5])=[O:2])=[N:34][N:35]=3)=[O:29])[CH2:26][CH2:27]2)=[O:21])[CH2:13][CH2:12][CH2:11][CH2:10][CH2:9]1. (7) The product is: [F:1][C:2]1[CH:3]=[CH:4][C:5]([S:8]([C:10]2[N:11]=[C:12]([NH:20][C:21]3[CH:25]=[C:24]([CH3:26])[NH:23][N:22]=3)[C:13]3[C:18]([CH:19]=2)=[CH:17][CH:16]=[CH:15][CH:14]=3)=[O:9])=[CH:6][CH:7]=1. Given the reactants [F:1][C:2]1[CH:7]=[CH:6][C:5]([S:8]([C:10]2[N:11]=[C:12]([NH:20][C:21]3[CH:25]=[C:24]([CH3:26])[N:23](C(OC(C)(C)C)=O)[N:22]=3)[C:13]3[C:18]([CH:19]=2)=[CH:17][CH:16]=[CH:15][CH:14]=3)=[O:9])=[CH:4][CH:3]=1.Cl.O1CCOCC1, predict the reaction product.